Dataset: Full USPTO retrosynthesis dataset with 1.9M reactions from patents (1976-2016). Task: Predict the reactants needed to synthesize the given product. (1) Given the product [Cl:17][C:18]1[CH:19]=[C:20]([NH:31][C:2]2[C:11]3[C:6](=[CH:7][C:8]([F:14])=[C:9]([O:12][CH3:13])[CH:10]=3)[N:5]=[CH:4][C:3]=2[C:15]#[N:16])[CH:21]=[CH:22][C:23]=1[S:24][C:25]1[N:26]([CH3:30])[CH:27]=[CH:28][N:29]=1, predict the reactants needed to synthesize it. The reactants are: Cl[C:2]1[C:11]2[C:6](=[CH:7][C:8]([F:14])=[C:9]([O:12][CH3:13])[CH:10]=2)[N:5]=[CH:4][C:3]=1[C:15]#[N:16].[Cl:17][C:18]1[CH:19]=[C:20]([NH2:31])[CH:21]=[CH:22][C:23]=1[S:24][C:25]1[N:26]([CH3:30])[CH:27]=[CH:28][N:29]=1.Cl.N1C=CC=CC=1. (2) Given the product [F:16][C:17]1[CH:18]=[C:19]([C:23]2[N:24]=[CH:25][N:26]=[C:27]([N:29]3[CH2:30][CH2:31][N:32]([C:8]([NH:7][C:3]4[CH:2]=[N:1][CH:6]=[CH:5][CH:4]=4)=[O:15])[CH2:33][CH2:34]3)[CH:28]=2)[CH:20]=[CH:21][CH:22]=1, predict the reactants needed to synthesize it. The reactants are: [N:1]1[CH:6]=[CH:5][CH:4]=[C:3]([NH:7][C:8](=[O:15])OCC(Cl)(Cl)Cl)[CH:2]=1.[F:16][C:17]1[CH:18]=[C:19]([C:23]2[CH:28]=[C:27]([N:29]3[CH2:34][CH2:33][NH:32][CH2:31][CH2:30]3)[N:26]=[CH:25][N:24]=2)[CH:20]=[CH:21][CH:22]=1. (3) The reactants are: [CH3:1][C:2]1([CH3:27])[CH2:11][CH2:10][C:9]([CH3:13])([CH3:12])[C:8]2[CH:7]=[C:6]([C:14]3([CH3:26])[C:18]4[CH:19]=[C:20]([C:23](O)=[O:24])[CH:21]=[CH:22][C:17]=4[O:16][CH2:15]3)[CH:5]=[CH:4][C:3]1=2.ON1C2C=CC=CC=2N=N1.[NH:38]1[CH2:43][CH2:42][O:41][CH2:40][CH2:39]1.O. Given the product [CH3:1][C:2]1([CH3:27])[CH2:11][CH2:10][C:9]([CH3:12])([CH3:13])[C:8]2[CH:7]=[C:6]([C:14]3([CH3:26])[C:18]4[CH:19]=[C:20]([C:23]([N:38]5[CH2:43][CH2:42][O:41][CH2:40][CH2:39]5)=[O:24])[CH:21]=[CH:22][C:17]=4[O:16][CH2:15]3)[CH:5]=[CH:4][C:3]1=2, predict the reactants needed to synthesize it. (4) Given the product [CH3:23][N:13]([CH2:12][CH2:11][N:10]1[CH2:9][CH2:8][S:7][C:6]2[CH:24]=[C:2]([NH:1][C:31]([C:27]3[S:26][CH:30]=[CH:29][CH:28]=3)=[NH:32])[CH:3]=[CH:4][C:5]1=2)[C:14](=[O:22])[O:15][C:16]1[CH:17]=[CH:18][CH:19]=[CH:20][CH:21]=1, predict the reactants needed to synthesize it. The reactants are: [NH2:1][C:2]1[CH:3]=[CH:4][C:5]2[N:10]([CH2:11][CH2:12][N:13]([CH3:23])[C:14](=[O:22])[O:15][C:16]3[CH:21]=[CH:20][CH:19]=[CH:18][CH:17]=3)[CH2:9][CH2:8][S:7][C:6]=2[CH:24]=1.I.[S:26]1[CH:30]=[CH:29][CH:28]=[C:27]1[C:31](SC)=[NH:32]. (5) Given the product [CH3:1][N:2]1[C:11](=[O:12])[CH:10]([C:20]2[CH:25]=[C:24]([Cl:26])[CH:23]=[C:22]([Cl:27])[CH:21]=2)[C:9]2[C:4](=[CH:5][C:6]([O:28][CH3:29])=[CH:7][CH:8]=2)[CH2:3]1, predict the reactants needed to synthesize it. The reactants are: [CH3:1][N:2]1[C:11](=[O:12])[C:10]([C:20]2[CH:25]=[C:24]([Cl:26])[CH:23]=[C:22]([Cl:27])[CH:21]=2)(SC2C=CC=CC=2)[C:9]2[C:4](=[CH:5][C:6]([O:28][CH3:29])=[CH:7][CH:8]=2)[CH2:3]1.[BH4-].[Na+]. (6) Given the product [Cl:14][C:12]1[CH:11]=[CH:10][C:9]([S:15][CH2:16][CH3:17])=[C:8]([CH2:7][N:6]2[C:4](=[O:5])[C:3]3[C:2](=[CH:21][CH:20]=[C:19]([C:22]([F:25])([F:24])[F:23])[CH:18]=3)[N:1]=[CH:26]2)[CH:13]=1, predict the reactants needed to synthesize it. The reactants are: [NH2:1][C:2]1[CH:21]=[CH:20][C:19]([C:22]([F:25])([F:24])[F:23])=[CH:18][C:3]=1[C:4]([NH:6][CH2:7][C:8]1[CH:13]=[C:12]([Cl:14])[CH:11]=[CH:10][C:9]=1[S:15][CH2:16][CH3:17])=[O:5].[CH:26]([O-])([O-])OC.